From a dataset of Full USPTO retrosynthesis dataset with 1.9M reactions from patents (1976-2016). Predict the reactants needed to synthesize the given product. The reactants are: FC(F)(F)C(O)=O.[OH:8][C:9]1([CH2:15][N:16]2[C:25](=[O:26])[C:24]3[C:19](=[C:20]([CH3:27])[CH:21]=[CH:22][CH:23]=3)[N:18]=[CH:17]2)[CH2:14][CH2:13][NH:12][CH2:11][CH2:10]1.[C:28]1([CH:34]([CH3:39])[CH2:35][C:36](O)=[O:37])[CH:33]=[CH:32][CH:31]=[CH:30][CH:29]=1.CCN(C(C)C)C(C)C.CN(C(ON1N=NC2C=CC=NC1=2)=[N+](C)C)C.F[P-](F)(F)(F)(F)F. Given the product [OH:8][C:9]1([CH2:15][N:16]2[C:25](=[O:26])[C:24]3[C:19](=[C:20]([CH3:27])[CH:21]=[CH:22][CH:23]=3)[N:18]=[CH:17]2)[CH2:10][CH2:11][N:12]([C:36](=[O:37])[CH2:35][CH:34]([C:28]2[CH:33]=[CH:32][CH:31]=[CH:30][CH:29]=2)[CH3:39])[CH2:13][CH2:14]1, predict the reactants needed to synthesize it.